The task is: Predict which catalyst facilitates the given reaction.. This data is from Catalyst prediction with 721,799 reactions and 888 catalyst types from USPTO. Product: [O:1]1[C:6]2[CH:7]=[CH:8][CH:9]=[CH:10][C:5]=2[N:4]([CH2:12][CH2:13][CH2:14][CH2:15][C:16]([O:18][CH2:19][CH3:20])=[O:17])[CH2:3][CH2:2]1. Reactant: [O:1]1[C:6]2[CH:7]=[CH:8][CH:9]=[CH:10][C:5]=2[NH:4][CH2:3][CH2:2]1.Br[CH2:12][CH2:13][CH2:14][CH2:15][C:16]([O:18][CH2:19][CH3:20])=[O:17].[I-].[Na+].C(=O)([O-])[O-].[K+].[K+]. The catalyst class is: 18.